This data is from CYP3A4 inhibition data for predicting drug metabolism from PubChem BioAssay. The task is: Regression/Classification. Given a drug SMILES string, predict its absorption, distribution, metabolism, or excretion properties. Task type varies by dataset: regression for continuous measurements (e.g., permeability, clearance, half-life) or binary classification for categorical outcomes (e.g., BBB penetration, CYP inhibition). Dataset: cyp3a4_veith. (1) The compound is Cc1noc(C)c1COc1ccc(C(=O)NCC2CCCO2)cc1. The result is 0 (non-inhibitor). (2) The drug is CCN(CC)CCCNC(=O)CC1Sc2ccccc2NC1=O. The result is 0 (non-inhibitor). (3) The compound is COc1ccc(CNc2nc(-c3ccccc3OC)nc3ccccc23)c(OC)c1. The result is 1 (inhibitor). (4) The molecule is Cc1nc2cnc(N3CCNCC3)nc2n(CCC#N)c1=O. The result is 0 (non-inhibitor). (5) The drug is COC(=O)c1sccc1-c1ccc(/C=N/OCc2c(Cl)cccc2Cl)o1. The result is 0 (non-inhibitor).